From a dataset of Drug-target binding data from BindingDB using Ki measurements. Regression. Given a target protein amino acid sequence and a drug SMILES string, predict the binding affinity score between them. We predict pKi (pKi = -log10(Ki in M); higher means stronger inhibition). Dataset: bindingdb_ki. (1) The small molecule is COc1cc2c(cc1OC)C[N+](=c1ccn(Cc3ccc(Cn4ccc(=[N+]5CCCCC5)cc4)cc3)cc1)CC2. The target protein (P23795) has sequence MRPPWCPLHTPSLTPPLLLLLFLIGGGAEAEGPEDPELLVMVRGGRLRGLRLMAPRGPVSAFLGIPFAEPPVGPRRFLPPEPKRPWPGVLNATAFQSVCYQYVDTLYPGFEGTEMWNPNRELSEDCLYLNVWTPYPRPSSPTPVLVWIYGGGFYSGASSLDVYDGRFLTQAEGTVLVSMNYRVGAFGFLALPGSREAPGNVGLLDQRLALQWVQENVAAFGGDPTSVTLFGESAGAASVGMHLLSPPSRGLFHRAVLQSGAPNGPWATVGVGEARRRATLLARLVGCPPGGAGGNDTELVACLRARPAQDLVDHEWRVLPQESVFRFSFVPVVDGDFLSDTPEALINAGDFHGLQVLVGVVKDEGSYFLVYGAPGFSKDNESLISRAQFLAGVRVGVPQASDLAAEAVVLHYTDWLHPEDPARLREALSDVVGDHNVVCPVAQLAGRLAAQGARVYAYIFEHRASTLSWPLWMGVPHGYEIEFIFGLPLEPSLNYTIEER.... The pKi is 7.7. (2) The drug is O=C(O)c1cc(Cl)cc(Cl)c1O. The target protein sequence is MDSKYQCVKLNDGHFMPVLGFGTYAPAEVPKSKALEATKLAIEAGFRHIDSAHVYNNEEQVGLAIRSKIADGSVKREDIFYTSKLWCNSHRPELVRPALERSLKNLQLDYVDLYLIHFPVSVKPGEEVIPKDENGKILFDTVDLCATWEAVEKCKDAGLAKSIGVSNFNRRQLEMILNKPGLKYKPVCNQVECHPYFNQRKLLDFCKSKDIVLVAYSALGSHREEPWVDPNSPVLLEDPVLCALAKKHKRTPALIALRYQLQRGVVVLAKSYNEQRIRQNVQVFEFQLTSEEMKAIDGLNRNVRYLTLDIFAGPPNYPFSDEY. The pKi is 7.1. (3) The compound is COc1ccc2c(c1)CCC2C(CS)C(=O)NC(Cc1c[nH]c2ccccc12)C(=O)O. The pKi is 8.0. The target protein (P47820) has sequence MGAASGQRGRWPLSPPLLMLSLLLLLLLPPSPAPALDPGLQPGNFSADEAGAQLFADSYNSSAEVVMFQSTAASWAHDTNITEENARLQEEAALINQEFAEVWGKKAKELYESIWQNFTDQKLRRIIGSVQTLGPANLPLTQRLQYNSLLSNMSRIYSTGKVCFPNKTATCWSLDPELTNILASSRNYAKVLFAWEGWHDAVGIPLRPLYQDFTALSNEAYRQDGFSDTGAYWRSWYESPSFEESLEHLYHQVEPLYLNLHAFVRRALHRRYGDKYINLRGPIPAHLLGDMWAQSWENIYDMVVPFPDKPNLDVTSTMVQKGWNATHMFRVAEEFFTSLGLSPMPPEFWAESMLEKPADGREVVCHASAWDFYNRKDFRIKQCTRVTMDQLSTVHHEMGHVQYYLQYKDLHVSLRRGANPGFHEAIGDVLALSVSTPAHLHKIGLLDRVANDIESDINYLLKMALEKIAFLPFGYLVDQWRWGVFSGRTPPSRYNYDWWY.... (4) The small molecule is O=C(NCCN1CCN(C2CCCc3ccccc32)CC1)c1ccc(F)cc1. The target protein (Q9JHJ5) has sequence MILLWSCLLVAVVGILGTATPQPGNSSLHRLTRQLLQQYHKEVRPVYNWAEATTVYLDLCVHAVLDVDVQNQKLKTSVWYREVWNDEFLSWNSSLFDEIQEISLPLSALWAPDIIINEFVDVERSPDLPYVYVNSSGTIRNHKPIQVVSACSLQTYAFPFDIQNCSLTFNSILHTVEDIDLGFLRNREDIENDKRAFMNDSEWQLLSVSSTYHIRQSSAGDFAQIRFNVVIRRCPLAYVVSLLIPSIFLMLVDLGSFYLPPNCRARIVFKTNVLVGYTVFRVNMSDEVPRSAGCTPLIGVFFTVCMALLVLSLSKSILLIKFLYEERHSGQERPLMCLQGDSDAEESRLYLGAPRADVTESPVHQEHRVPSDTLKDFWFQFRSINNSLRTRDQIHQKEVEWLAILYRFDQLLFRIYLAVLGLYTVTLCSLWALWSRM. The pKi is 5.5. (5) The compound is CC(C)([NH2+]O)C(=O)[O-]. The pKi is 4.9. The target protein (Q00985) has sequence MATFPVVDLSLVNGEERAATLEKINDACENWGFFELVNHGMSTELLDTVEKMTKDHYKKTMEQRFKEMVAAKGLDDVQSEIHDLDWESTFFLRHLPSSNISEIPDLEEEYRKTMKEFAVELEKLAEKLLDLLCENLGLEKGYLKKVFYGSKGPNFGTKVSNYPPCPKPDLIKGLRAHSDAGGIILLFQDDKVSGLQLLKDGEWVDVPPMHHSIVINLGDQIEVITNGKYKSVMHRVIAQSDGTRMSIASFYNPGNDSFISPAPAVLEKKTEDAPTYPKFVFDDYMKLYSGLKFQAKEPRFEAMKAKESTPVATA. (6) The drug is COC(=O)[C@@H]1[C@@H](O)CC[C@@H]2CN3CCc4c([nH]c5ccccc45)[C@@H]3C[C@@H]21. The target protein sequence is MGSLQPDSGNASWNGTEGPGGGTRATPYSLQVTVTLVCLVGLLILLTVFGNVLVIIAVFTSRALKAPQNLFLVSLASADILVATLVIPFSLANEVMGYWYFGKAWCEIYLALDVLFCTSSIVHLCAISLDRYWSITQAIEYNLKRTPRRIKAIIVTVWVISAVISFPPLISFEKAGGGGQQPAEPRCEINDQKWYVISSSIGSFFAPCLIMILVYVRIYQIAKRRTRVPPSRRGPDAHAAAPPGGAERRPNGLGLERGVGPGGAEAEPLPTQVNGAPGEPAPAGPRDAEALDLEESSSSEHAERPPGARRPERGLRAKSKARASQVKPGDSLPRRAPGAAGSGTSGSGPGEERGGGAKASRWRGRQNREKRFTFVLAVVIGVFVVCWFPFFFTYTLTAVGCSVPRTLFKFFFWFGYCNSSLNPVIYTIFNHDFRRAFKKILCRGDRKRIV. The pKi is 8.1. (7) The drug is NC(=O)C1CCCN1C(=O)C(Cc1cnc[nH]1)NC(=O)C1CCC(=O)C1. The target protein sequence is MENQTLSIGMQSINATGMNETVGSMPQIALEVQVVTISLVLLICGVGIAGNIMVVLVVLRTKHMMTPTNCYLVSLAIADLIVLLAAGLPNISEVVASWVYGYVGCLCITYLQYLGINISACSITAFTVERYIAICHSIKAQFICTVSRAKKIIAFVWFFTSMYCVMWFFLVDITEVKFADGVQVNCGYRVSRNLYTPIYFLDFTIFYVIPLVLATVLYGLIARILFMNPLPSNPQDLSRMSSKHYGKPYNSIKLSGKGNKNTASSRKQVTKMLAVVVILFALLWMPYRTLVVVNSFMDPPYLNVWFVLFCRLCIYLNSAINPIIYNLMSQKFRAAFKNLCKCEQKRTEKAAKYNVPVYYSVMKDSSHESPDHDVTVQEDLNGFPAKKVNFTQKCVDTTTTYSVA. The pKi is 5.0.